From a dataset of Forward reaction prediction with 1.9M reactions from USPTO patents (1976-2016). Predict the product of the given reaction. (1) Given the reactants [N:1]1([CH2:7][CH2:8][CH2:9][O:10][C:11]2[CH:21]=[CH:20][C:14]3[CH2:15][CH2:16][NH:17][CH2:18][CH2:19][C:13]=3[CH:12]=2)[CH2:6][CH2:5][CH2:4][CH2:3][CH2:2]1.[CH3:22][S:23](Cl)(=[O:25])=[O:24], predict the reaction product. The product is: [CH3:22][S:23]([N:17]1[CH2:18][CH2:19][C:13]2[CH:12]=[C:11]([O:10][CH2:9][CH2:8][CH2:7][N:1]3[CH2:2][CH2:3][CH2:4][CH2:5][CH2:6]3)[CH:21]=[CH:20][C:14]=2[CH2:15][CH2:16]1)(=[O:25])=[O:24]. (2) Given the reactants [C:1]1([CH3:11])[CH:6]=[C:5]([CH3:7])[CH:4]=[C:3]([CH3:8])[C:2]=1[CH2:9]S.II.[S:14]([O-])([O-])(=O)=[S:15].[Na+].[Na+], predict the reaction product. The product is: [CH3:11][C:1]1[CH:6]=[C:5]([CH3:7])[CH:4]=[C:3]([CH3:8])[C:2]=1[CH2:9][S:14][S:15][CH2:9][C:2]1[C:3]([CH3:8])=[CH:4][C:5]([CH3:7])=[CH:6][C:1]=1[CH3:11]. (3) The product is: [C:1]([O:4][C@@H:5]1[C@@H:10]([O:11][C:12](=[O:14])[CH3:13])[C@H:9]([O:15][C:16](=[O:18])[CH3:17])[C@@H:8]([CH2:19][O:20][C:21](=[O:23])[CH3:22])[O:7][C@H:6]1[C:24]1[CH:29]=[CH:28][C:27]([Cl:30])=[C:26]([CH2:31][C:32]2[S:33][C:34]([C:46]3[CH:52]=[CH:51][C:49]([NH2:50])=[CH:48][CH:47]=3)=[CH:35][CH:36]=2)[CH:25]=1)(=[O:3])[CH3:2]. Given the reactants [C:1]([O:4][C@@H:5]1[C@@H:10]([O:11][C:12](=[O:14])[CH3:13])[C@H:9]([O:15][C:16](=[O:18])[CH3:17])[C@@H:8]([CH2:19][O:20][C:21](=[O:23])[CH3:22])[O:7][C@H:6]1[C:24]1[CH:29]=[CH:28][C:27]([Cl:30])=[C:26]([CH2:31][C:32]2[S:33][C:34](Br)=[CH:35][CH:36]=2)[CH:25]=1)(=[O:3])[CH3:2].CC1(C)C(C)(C)OB([C:46]2[CH:52]=[CH:51][C:49]([NH2:50])=[CH:48][CH:47]=2)O1, predict the reaction product. (4) Given the reactants [H-].[Na+].[CH3:3][CH2:4][CH:5]([OH:8])[CH2:6][CH3:7].Br[C:10]1[N:11]=[C:12]([O:31][CH3:32])[C:13]([C:18]2[CH:28]=[CH:27][C:21]([O:22][C:23]([F:26])([F:25])[F:24])=[CH:20][C:19]=2[O:29][CH3:30])=[N:14][C:15]=1[CH2:16][CH3:17], predict the reaction product. The product is: [CH2:16]([C:15]1[N:14]=[C:13]([C:18]2[CH:28]=[CH:27][C:21]([O:22][C:23]([F:26])([F:25])[F:24])=[CH:20][C:19]=2[O:29][CH3:30])[C:12]([O:31][CH3:32])=[N:11][C:10]=1[O:8][CH:5]([CH2:6][CH3:7])[CH2:4][CH3:3])[CH3:17]. (5) Given the reactants [CH3:1][O:2][CH2:3][CH2:4][O:5][C:6]1[CH:11]=[CH:10][C:9](/[CH:12]=[CH:13]/[C:14]([O:16][CH2:17][CH3:18])=[O:15])=[C:8]([O:19][C:20]2[CH:25]=[CH:24][C:23]([N+:26]([O-])=O)=[CH:22][CH:21]=2)[CH:7]=1, predict the reaction product. The product is: [NH2:26][C:23]1[CH:22]=[CH:21][C:20]([O:19][C:8]2[CH:7]=[C:6]([O:5][CH2:4][CH2:3][O:2][CH3:1])[CH:11]=[CH:10][C:9]=2/[CH:12]=[CH:13]/[C:14]([O:16][CH2:17][CH3:18])=[O:15])=[CH:25][CH:24]=1. (6) Given the reactants [C:1]([NH:4][CH2:5][CH:6]1[O:10][C:9](=[O:11])[N:8]([C:12]2[CH:20]=[CH:19][C:15]([C:16]([OH:18])=O)=[C:14]([F:21])[CH:13]=2)[CH2:7]1)(=[O:3])[CH3:2].CCN(C(C)C)C(C)C.CCN=C=NCCCN(C)C.Cl.C1C=CC2N(O)N=NC=2C=1.O[NH:54][C:55](=[NH:62])[CH2:56][N:57]1[CH:61]=[N:60][CH:59]=[N:58]1, predict the reaction product. The product is: [F:21][C:14]1[CH:13]=[C:12]([N:8]2[CH2:7][C@H:6]([CH2:5][NH:4][C:1](=[O:3])[CH3:2])[O:10][C:9]2=[O:11])[CH:20]=[CH:19][C:15]=1[C:16]1[O:18][N:62]=[C:55]([CH2:56][N:57]2[CH:61]=[N:60][CH:59]=[N:58]2)[N:54]=1.